This data is from Reaction yield outcomes from USPTO patents with 853,638 reactions. The task is: Predict the reaction yield, written as a fraction of the theoretical maximum amount of product (1.0 means a 100% yield; for example, 0.34 means a 34% yield). (1) The reactants are [CH3:1][O:2][C:3]1[CH:4]=[C:5]([NH:11][C:12](SC)=[C:13]2[C:18](=[O:19])[O:17][C:16]([CH3:21])([CH3:20])[O:15][C:14]2=[O:22])[CH:6]=[CH:7][C:8]=1[O:9][CH3:10].[OH-].[NH4+:26]. The catalyst is C1COCC1.Cl[Hg]Cl. The product is [NH2:26][C:12]([NH:11][C:5]1[CH:6]=[CH:7][C:8]([O:9][CH3:10])=[C:3]([O:2][CH3:1])[CH:4]=1)=[C:13]1[C:18](=[O:19])[O:17][C:16]([CH3:21])([CH3:20])[O:15][C:14]1=[O:22]. The yield is 0.970. (2) The reactants are [N:1]1[CH:6]=[CH:5][N:4]=[CH:3][C:2]=1[N:7]1[CH2:12][CH2:11][N:10]([C:13]([O:15][C:16]([CH3:19])([CH3:18])[CH3:17])=[O:14])[CH2:9][CH2:8]1.[Br:20]N1C(=O)CCC1=O. The catalyst is C(#N)C. The product is [Br:20][C:5]1[N:4]=[CH:3][C:2]([N:7]2[CH2:8][CH2:9][N:10]([C:13]([O:15][C:16]([CH3:19])([CH3:18])[CH3:17])=[O:14])[CH2:11][CH2:12]2)=[N:1][CH:6]=1. The yield is 0.734.